Dataset: Forward reaction prediction with 1.9M reactions from USPTO patents (1976-2016). Task: Predict the product of the given reaction. (1) Given the reactants [C:1]([N:4]1[CH2:9][CH2:8][CH:7]([NH:10][C:11]([N:13]2[CH2:18][CH2:17][C@@H:16]([N:19]([C:21]([C:23]3[CH:28]=[CH:27][C:26]([Cl:29])=[CH:25][CH:24]=3)=[O:22])[CH3:20])[C@H:15]([C:30]3[CH:35]=[CH:34][C:33]([Cl:36])=[C:32]([Cl:37])[CH:31]=3)[CH2:14]2)=[O:12])[CH2:6][CH2:5]1)(=[O:3])[CH3:2].[CH3:38]C(C)([O-])C.[Na+].CI.O, predict the reaction product. The product is: [C:1]([N:4]1[CH2:5][CH2:6][CH:7]([N:10]([CH3:38])[C:11]([N:13]2[CH2:18][CH2:17][C@@H:16]([N:19]([C:21]([C:23]3[CH:28]=[CH:27][C:26]([Cl:29])=[CH:25][CH:24]=3)=[O:22])[CH3:20])[C@H:15]([C:30]3[CH:35]=[CH:34][C:33]([Cl:36])=[C:32]([Cl:37])[CH:31]=3)[CH2:14]2)=[O:12])[CH2:8][CH2:9]1)(=[O:3])[CH3:2]. (2) Given the reactants [NH2:1][CH2:2][CH2:3][O:4][C@@H:5]([C:19]1[CH:24]=[C:23]([Cl:25])[CH:22]=[CH:21][C:20]=1[CH3:26])[C@@H:6]1[CH2:11][CH2:10][CH2:9][N:8]([C:12]([O:14][C:15]([CH3:18])([CH3:17])[CH3:16])=[O:13])[CH2:7]1.CCN(CC)CC.Cl[C:35]([O:37][CH3:38])=[O:36], predict the reaction product. The product is: [Cl:25][C:23]1[CH:22]=[CH:21][C:20]([CH3:26])=[C:19]([C@H:5]([O:4][CH2:3][CH2:2][NH:1][C:35]([O:37][CH3:38])=[O:36])[C@@H:6]2[CH2:11][CH2:10][CH2:9][N:8]([C:12]([O:14][C:15]([CH3:18])([CH3:17])[CH3:16])=[O:13])[CH2:7]2)[CH:24]=1.